This data is from Forward reaction prediction with 1.9M reactions from USPTO patents (1976-2016). The task is: Predict the product of the given reaction. (1) Given the reactants [C:1]([Mg]Br)([CH3:3])=[CH2:2].[Cl:6][C:7]1[C:12]([Cl:13])=[CH:11][CH:10]=[CH:9][C:8]=1[N+:14]([O-])=O.[NH4+].[Cl-], predict the reaction product. The product is: [Cl:13][C:12]1[C:7]([Cl:6])=[C:8]2[C:9]([CH:2]=[C:1]([CH3:3])[NH:14]2)=[CH:10][CH:11]=1. (2) Given the reactants [F:1][C:2]1[CH:7]=[CH:6][C:5]([CH2:8][C:9]2[CH:18]=[C:17]3[C:12]([C:13]([OH:34])=[C:14]([C:29](OCC)=[O:30])[C:15](=[O:28])[N:16]3[CH2:19][CH2:20][N:21]3[CH2:26][CH2:25][CH2:24][CH2:23][C:22]3=[O:27])=[N:11][CH:10]=2)=[CH:4][CH:3]=1.[NH2:35][CH:36]([CH3:39])[CH2:37][OH:38], predict the reaction product. The product is: [F:1][C:2]1[CH:3]=[CH:4][C:5]([CH2:8][C:9]2[CH:18]=[C:17]3[C:12]([C:13]([OH:34])=[C:14]([C:29]([NH:35][CH:36]([CH3:39])[CH2:37][OH:38])=[O:30])[C:15](=[O:28])[N:16]3[CH2:19][CH2:20][N:21]3[CH2:26][CH2:25][CH2:24][CH2:23][C:22]3=[O:27])=[N:11][CH:10]=2)=[CH:6][CH:7]=1. (3) Given the reactants [O:1]=[C:2]1[N:10](COCC[Si](C)(C)C)[C:5]2=[N:6][CH:7]=[CH:8][CH:9]=[C:4]2[C:3]21[CH2:30][C:21]1=[N:22][CH:23]=[C:24]([C:26]([O:28]C)=[O:27])[CH:25]=[C:20]1[CH2:19]2.Cl.[OH-].[Na+], predict the reaction product. The product is: [O:1]=[C:2]1[NH:10][C:5]2=[N:6][CH:7]=[CH:8][CH:9]=[C:4]2[C:3]21[CH2:30][C:21]1=[N:22][CH:23]=[C:24]([C:26]([OH:28])=[O:27])[CH:25]=[C:20]1[CH2:19]2. (4) The product is: [NH2:1][C:2]1[C:7]([C:8]([C:10]2[CH:15]=[C:14]([F:16])[CH:13]=[CH:12][C:11]=2[O:17][CH3:18])=[O:9])=[CH:6][N:5]=[C:4]([NH:19][CH:20]2[CH2:25][CH2:24][N:23]([S:26]([CH2:29][CH2:30][CH2:31][NH:33][C@@H:34]([CH2:35][OH:36])[CH:37]([CH3:39])[CH3:38])(=[O:28])=[O:27])[CH2:22][CH2:21]2)[N:3]=1. Given the reactants [NH2:1][C:2]1[C:7]([C:8]([C:10]2[CH:15]=[C:14]([F:16])[CH:13]=[CH:12][C:11]=2[O:17][CH3:18])=[O:9])=[CH:6][N:5]=[C:4]([NH:19][CH:20]2[CH2:25][CH2:24][N:23]([S:26]([CH2:29][CH2:30][CH2:31]Cl)(=[O:28])=[O:27])[CH2:22][CH2:21]2)[N:3]=1.[NH2:33][C@H:34]([CH:37]([CH3:39])[CH3:38])[CH2:35][OH:36], predict the reaction product. (5) The product is: [C:2]1([S:16]([OH:19])(=[O:18])=[O:17])[C:11]2[CH:10]=[CH:9][CH:8]=[C:7]([S:12]([OH:15])(=[O:14])=[O:13])[C:6]=2[CH:5]=[CH:4][CH:3]=1.[Cl:20][C:21]1[CH:26]=[CH:25][CH:24]=[CH:23][C:22]=1[C@H:27]([N:32]1[CH2:37][CH2:36][C:35]2[S:38][CH:39]=[CH:40][C:34]=2[CH2:33]1)[C:28]([O:30][CH3:31])=[O:29]. Given the reactants O.[C:2]1([S:16]([OH:19])(=[O:18])=[O:17])[C:11]2[CH:10]=[CH:9][CH:8]=[C:7]([S:12]([OH:15])(=[O:14])=[O:13])[C:6]=2[CH:5]=[CH:4][CH:3]=1.[Cl:20][C:21]1[CH:26]=[CH:25][CH:24]=[CH:23][C:22]=1[C@H:27]([N:32]1[CH2:37][CH2:36][C:35]2[S:38][CH:39]=[CH:40][C:34]=2[CH2:33]1)[C:28]([O:30][CH3:31])=[O:29], predict the reaction product. (6) Given the reactants C[O:2][C:3](=O)[CH2:4][CH2:5][CH2:6][CH:7]1[CH2:12][CH2:11][N:10]([CH2:13][CH2:14][CH2:15][CH2:16][N:17]2[C:25](=[O:26])[CH:24]3[CH:19]([CH:20]=[CH:21][CH:22]=[CH:23]3)[C:18]2=[O:27])[CH2:9][CH2:8]1.[NH3:29], predict the reaction product. The product is: [O:27]=[C:18]1[CH:19]2[CH:24]([CH:23]=[CH:22][CH:21]=[CH:20]2)[C:25](=[O:26])[N:17]1[CH2:16][CH2:15][CH2:14][CH2:13][N:10]1[CH2:11][CH2:12][CH:7]([CH2:6][CH2:5][CH2:4][C:3]([NH2:29])=[O:2])[CH2:8][CH2:9]1. (7) The product is: [F:1][C:2]([F:7])([F:6])[C:3]([OH:5])=[O:4].[F:8][C:9]1[CH:14]=[CH:13][CH:12]=[CH:11][C:10]=1[C:15]1[N:20]=[CH:19][C:18]([O:21][CH2:22][C:23]([NH:26][C:27]2[S:28][CH:29]=[CH:30][N:31]=2)=[O:25])=[CH:17][CH:16]=1. Given the reactants [F:1][C:2]([F:7])([F:6])[C:3]([OH:5])=[O:4].[F:8][C:9]1[CH:14]=[CH:13][CH:12]=[CH:11][C:10]=1[C:15]1[N:20]=[CH:19][C:18]([O:21][CH2:22][C:23]([OH:25])=O)=[CH:17][CH:16]=1.[NH2:26][C:27]1[S:28][CH:29]=[CH:30][N:31]=1, predict the reaction product. (8) Given the reactants C(N(CC)CC)C.[CH3:8][S:9](Cl)(=[O:11])=[O:10].O1CCCC1.[OH:18][CH2:19][C:20]1[CH:21]=[C:22]2[C:27](=[CH:28][CH:29]=1)[CH2:26][N:25]([C:30]([O:32][C:33]([CH3:36])([CH3:35])[CH3:34])=[O:31])[CH2:24][CH2:23]2, predict the reaction product. The product is: [CH3:8][S:9]([O:18][CH2:19][C:20]1[CH:21]=[C:22]2[C:27](=[CH:28][CH:29]=1)[CH2:26][N:25]([C:30]([O:32][C:33]([CH3:36])([CH3:35])[CH3:34])=[O:31])[CH2:24][CH2:23]2)(=[O:11])=[O:10].